This data is from Forward reaction prediction with 1.9M reactions from USPTO patents (1976-2016). The task is: Predict the product of the given reaction. (1) Given the reactants [C:1]([C:3]1[CH:10]=[CH:9][C:6]([CH:7]=O)=[CH:5][CH:4]=1)#[N:2].C(N)CCC.[N+:16]([CH3:19])([O-:18])=[O:17], predict the reaction product. The product is: [N+:16](/[CH:19]=[CH:7]/[C:6]1[CH:9]=[CH:10][C:3]([C:1]#[N:2])=[CH:4][CH:5]=1)([O-:18])=[O:17]. (2) Given the reactants [CH3:1][O:2][C:3](=[O:20])[C:4]([O:7][C:8]1[CH:13]=[C:12]([CH3:14])[C:11]([O:15][CH2:16][CH2:17]Br)=[CH:10][C:9]=1[CH3:19])([CH3:6])[CH3:5].[Br:21][CH2:22][CH2:23]Br, predict the reaction product. The product is: [CH3:1][O:2][C:3](=[O:20])[C:4]([O:7][C:8]1[CH:13]=[C:12]([CH3:14])[C:11]([O:15][CH2:16][CH2:17][CH2:23][CH2:22][Br:21])=[CH:10][C:9]=1[CH3:19])([CH3:6])[CH3:5]. (3) Given the reactants [CH:1]([C:4]1[CH:9]=[CH:8][C:7]([C:10]2[O:14][C:13]([C:15]3[CH:16]=[C:17]([CH:22]=[CH:23][CH:24]=3)[C:18]([O:20]C)=[O:19])=[CH:12][CH:11]=2)=[CH:6][CH:5]=1)([CH3:3])[CH3:2].[Li+].[OH-], predict the reaction product. The product is: [CH:1]([C:4]1[CH:5]=[CH:6][C:7]([C:10]2[O:14][C:13]([C:15]3[CH:16]=[C:17]([CH:22]=[CH:23][CH:24]=3)[C:18]([OH:20])=[O:19])=[CH:12][CH:11]=2)=[CH:8][CH:9]=1)([CH3:3])[CH3:2]. (4) Given the reactants [C:1]([C:4]1[CH:9]=[CH:8][CH:7]=[CH:6][CH:5]=1)(=[O:3])[CH3:2].[CH:10]([NH:13][CH2:14][C:15]1[CH:20]=[CH:19][CH:18]=[CH:17][CH:16]=1)(C)C.[CH2:21]=O.O1[CH2:28][CH2:27]OCC1, predict the reaction product. The product is: [CH:27]([CH:14]([NH:13][CH2:10][CH2:2][C:1]([C:4]1[CH:9]=[CH:8][CH:7]=[CH:6][CH:5]=1)=[O:3])[C:15]1[CH:20]=[CH:19][CH:18]=[CH:17][CH:16]=1)([CH3:28])[CH3:21]. (5) The product is: [O:1]=[C:2]1[CH2:6][CH2:5][C:4]([NH:28][C:29]([C:31]2[CH:32]=[N:33][CH:34]=[N:35][CH:36]=2)=[O:30])([C:7](=[O:27])[NH:8][CH2:9][C:10]2[CH:15]=[CH:14][C:13]([NH:16][C:17]3[CH:22]=[CH:21][CH:20]=[CH:19][C:18]=3[C:23]([F:24])([F:25])[F:26])=[CH:12][N:11]=2)[CH2:3]1. Given the reactants [OH:1][CH:2]1[CH2:6][CH2:5][C:4]([NH:28][C:29]([C:31]2[CH:32]=[N:33][CH:34]=[N:35][CH:36]=2)=[O:30])([C:7](=[O:27])[NH:8][CH2:9][C:10]2[CH:15]=[CH:14][C:13]([NH:16][C:17]3[CH:22]=[CH:21][CH:20]=[CH:19][C:18]=3[C:23]([F:26])([F:25])[F:24])=[CH:12][N:11]=2)[CH2:3]1, predict the reaction product. (6) Given the reactants [N+:1]([O-:4])([O-])=[O:2].[K+].[CH3:6][O:7][C:8]1[C:13]2[CH2:14][CH2:15][CH2:16][C:17](=[O:19])[CH2:18][C:12]=2[CH:11]=[CH:10][CH:9]=1, predict the reaction product. The product is: [CH3:6][O:7][C:8]1[C:13]2[CH2:14][CH2:15][CH2:16][C:17](=[O:19])[CH2:18][C:12]=2[CH:11]=[CH:10][C:9]=1[N+:1]([O-:4])=[O:2]. (7) Given the reactants [F-].C([N+](CCCC)(CCCC)CCCC)CCC.[C:19]1([CH2:25][O:26][C:27]2[CH:28]=[C:29]([C:33]3[CH:41]=[C:40]4[C:36]([C:37]([NH:50][C:51](=[O:55])[CH2:52][CH2:53][CH3:54])=[N:38][N:39]4COCC[Si](C)(C)C)=[CH:35][CH:34]=3)[CH:30]=[CH:31][CH:32]=2)[CH:24]=[CH:23][CH:22]=[CH:21][CH:20]=1, predict the reaction product. The product is: [C:19]1([CH2:25][O:26][C:27]2[CH:28]=[C:29]([C:33]3[CH:41]=[C:40]4[C:36]([C:37]([NH:50][C:51](=[O:55])[CH2:52][CH2:53][CH3:54])=[N:38][NH:39]4)=[CH:35][CH:34]=3)[CH:30]=[CH:31][CH:32]=2)[CH:24]=[CH:23][CH:22]=[CH:21][CH:20]=1.